Dataset: Catalyst prediction with 721,799 reactions and 888 catalyst types from USPTO. Task: Predict which catalyst facilitates the given reaction. The catalyst class is: 22. Product: [Br:16][C:5]1[C:4]([OH:8])=[N:3][C:2]([Cl:1])=[CH:7][CH:6]=1. Reactant: [Cl:1][C:2]1[CH:7]=[CH:6][CH:5]=[C:4]([OH:8])[N:3]=1.C1C(=O)N([Br:16])C(=O)C1.